Dataset: Forward reaction prediction with 1.9M reactions from USPTO patents (1976-2016). Task: Predict the product of the given reaction. (1) Given the reactants [NH:1]([C:3]1[CH:11]=[CH:10][C:6]([C:7]([OH:9])=[O:8])=[CH:5][CH:4]=1)[NH2:2].CO[CH:14](OC)[CH2:15][C:16](=O)[CH3:17], predict the reaction product. The product is: [CH3:17][C:16]1[CH:15]=[CH:14][N:1]([C:3]2[CH:4]=[CH:5][C:6]([C:7]([OH:9])=[O:8])=[CH:10][CH:11]=2)[N:2]=1. (2) Given the reactants C(O)C.[C:4]([C:7]1[C:15]2[S:14][C:13](=[O:16])[NH:12][C:11]=2[C:10]([OH:17])=[CH:9][CH:8]=1)(=[O:6])[CH3:5].I([Cl:21])(=O)=O.I(Cl)(=O)=O.C([N+](C)(C)C)C1C=CC=CC=1, predict the reaction product. The product is: [Cl:21][CH2:5][C:4]([C:7]1[C:15]2[S:14][C:13](=[O:16])[NH:12][C:11]=2[C:10]([OH:17])=[CH:9][CH:8]=1)=[O:6]. (3) The product is: [CH2:1]([O:3][C:4](=[O:18])[CH2:5][CH2:6][C:7]1[C:16]2[CH2:15][CH2:14][CH2:13][CH2:12][C:11]=2[C:10]([O:17][CH2:27][CH2:26][C:25]2[C:20]([CH3:19])=[N:21][C:22]([C:29]3[CH:34]=[CH:33][C:32]([C:35]([F:38])([F:36])[F:37])=[CH:31][CH:30]=3)=[CH:23][CH:24]=2)=[CH:9][CH:8]=1)[CH3:2]. Given the reactants [CH2:1]([O:3][C:4](=[O:18])[CH2:5][CH2:6][C:7]1[C:16]2[CH2:15][CH2:14][CH2:13][CH2:12][C:11]=2[C:10]([OH:17])=[CH:9][CH:8]=1)[CH3:2].[CH3:19][C:20]1[C:25]([CH2:26][CH2:27]O)=[CH:24][CH:23]=[C:22]([C:29]2[CH:34]=[CH:33][C:32]([C:35]([F:38])([F:37])[F:36])=[CH:31][CH:30]=2)[N:21]=1, predict the reaction product. (4) Given the reactants [CH3:1][O:2][C:3]([CH:5]1[CH2:9][C:8](=[O:10])[N:7]([C:11]2[CH:16]=[CH:15][C:14]([O:17][CH2:18][C:19](OCC)=[O:20])=[C:13]([N+:24]([O-])=O)[N:12]=2)[CH2:6]1)=[O:4], predict the reaction product. The product is: [CH3:1][O:2][C:3]([CH:5]1[CH2:9][C:8](=[O:10])[N:7]([C:11]2[CH:16]=[CH:15][C:14]3[O:17][CH2:18][C:19](=[O:20])[NH:24][C:13]=3[N:12]=2)[CH2:6]1)=[O:4].